This data is from Full USPTO retrosynthesis dataset with 1.9M reactions from patents (1976-2016). The task is: Predict the reactants needed to synthesize the given product. (1) Given the product [CH2:17]([O:12][C@@H:10]([CH3:11])[CH2:9][C:8]#[C:7][C:1]1[CH:6]=[CH:5][CH:4]=[CH:3][CH:2]=1)[C:16]#[CH:15], predict the reactants needed to synthesize it. The reactants are: [C:1]1([C:7]#[C:8][CH2:9][C@@H:10]([OH:12])[CH3:11])[CH:6]=[CH:5][CH:4]=[CH:3][CH:2]=1.[H-].[Na+].[CH2:15](Br)[C:16]#[CH:17]. (2) Given the product [CH:5]12[CH2:8][CH:2]([O:3][CH2:4]1)[CH2:7][N:6]2[C:20]1[C:21]2[C:16](=[CH:15][C:14]([C:38]3[CH:37]=[C:36]([CH:41]=[CH:40][C:39]=3[CH3:42])[C:35]([NH:34][CH:31]3[CH2:32][CH2:33]3)=[O:52])=[CH:23][CH:22]=2)[CH:17]=[N:18][N:19]=1, predict the reactants needed to synthesize it. The reactants are: Cl.[CH:2]12[CH2:8][CH:5]([NH:6][CH2:7]1)[CH2:4][O:3]2.C(=O)([O-])[O-].Br[C:14]1[CH:15]=[C:16]2[C:21](=[CH:22][CH:23]=1)[C:20](Cl)=[N:19][N:18]=[CH:17]2.C(=O)([O-])[O-].[K+].[K+].[CH:31]1([NH:34][C:35](=[O:52])[C:36]2[CH:41]=[CH:40][C:39]([CH3:42])=[C:38](B3OC(C)(C)C(C)(C)O3)[CH:37]=2)[CH2:33][CH2:32]1. (3) Given the product [CH2:19]([C:16]1([N:23]([CH3:25])[CH3:24])[CH2:17][CH2:18][C:13]([C:5]2[NH:6][C:7]3[C:12]([C:4]=2[CH2:3][CH2:2][NH:1][C:43]([NH:42][C:36]2[CH:41]=[CH:40][CH:39]=[CH:38][CH:37]=2)=[O:44])=[CH:11][CH:10]=[CH:9][CH:8]=3)([C:26]2[NH:27][C:28]3[C:33]([C:34]=2[CH3:35])=[CH:32][CH:31]=[CH:30][CH:29]=3)[CH2:14][CH2:15]1)[CH2:20][CH2:21][CH3:22], predict the reactants needed to synthesize it. The reactants are: [NH2:1][CH2:2][CH2:3][C:4]1[C:12]2[C:7](=[CH:8][CH:9]=[CH:10][CH:11]=2)[NH:6][C:5]=1[C:13]1([C:26]2[NH:27][C:28]3[C:33]([C:34]=2[CH3:35])=[CH:32][CH:31]=[CH:30][CH:29]=3)[CH2:18][CH2:17][C:16]([N:23]([CH3:25])[CH3:24])([CH2:19][CH2:20][CH2:21][CH3:22])[CH2:15][CH2:14]1.[C:36]1([N:42]=[C:43]=[O:44])[CH:41]=[CH:40][CH:39]=[CH:38][CH:37]=1.